This data is from Reaction yield outcomes from USPTO patents with 853,638 reactions. The task is: Predict the reaction yield, written as a fraction of the theoretical maximum amount of product (1.0 means a 100% yield; for example, 0.34 means a 34% yield). The reactants are [CH3:1][NH:2][NH2:3].O=[C:5]([CH2:12][CH3:13])[CH2:6][C:7](OCC)=[O:8]. The catalyst is CO. The product is [CH2:12]([C:5]1[CH:6]=[C:7]([OH:8])[N:2]([CH3:1])[N:3]=1)[CH3:13]. The yield is 0.970.